From a dataset of Reaction yield outcomes from USPTO patents with 853,638 reactions. Predict the reaction yield, written as a fraction of the theoretical maximum amount of product (1.0 means a 100% yield; for example, 0.34 means a 34% yield). (1) The reactants are C(Cl)(=O)C(Cl)=O.CN(C=O)C.[Cl:12][C:13]1[CH:18]=[CH:17][CH:16]=[CH:15][C:14]=1[C:19]1[C:23]([C:24]([OH:26])=[O:25])=[C:22]([CH:27]2[CH2:29][CH2:28]2)[O:21][N:20]=1.O[N:31]=[C:32]([C:34]1[CH:42]=[CH:41][C:37]2[O:38][CH2:39][O:40][C:36]=2[CH:35]=1)[NH2:33].C1COCC1.C(N(CC)CC)C. The catalyst is C(Cl)Cl. The product is [Cl:12][C:13]1[CH:18]=[CH:17][CH:16]=[CH:15][C:14]=1[C:19]1[C:23]([C:24]([O:26]/[N:31]=[C:32](/[C:34]2[CH:42]=[CH:41][C:37]3[O:38][CH2:39][O:40][C:36]=3[CH:35]=2)\[NH2:33])=[O:25])=[C:22]([CH:27]2[CH2:28][CH2:29]2)[O:21][N:20]=1. The yield is 0.850. (2) The reactants are Cl[C:2]1[N:7]=[C:6]([NH:8][C:9]2[CH:10]=[C:11]3[C:15](=[CH:16][CH:17]=2)[NH:14][N:13]=[CH:12]3)[C:5]([CH3:18])=[CH:4][N:3]=1.[CH:19]1([NH:22][C:23](=[O:42])[CH2:24][O:25][C:26]2[CH:31]=[C:30](B3OC(C)(C)C(C)(C)O3)[CH:29]=[CH:28][C:27]=2[F:41])[CH2:21][CH2:20]1.CC([O-])=O.[K+]. The catalyst is O1CCOCC1.O.C(Cl)Cl.C1C=CC(P(C2C=CC=CC=2)[C-]2C=CC=C2)=CC=1.C1C=CC(P(C2C=CC=CC=2)[C-]2C=CC=C2)=CC=1.Cl[Pd]Cl.[Fe+2]. The product is [NH:14]1[C:15]2[C:11](=[CH:10][C:9]([NH:8][C:6]3[C:5]([CH3:18])=[CH:4][N:3]=[C:2]([C:30]4[CH:29]=[CH:28][C:27]([F:41])=[C:26]([CH:31]=4)[O:25][CH2:24][C:23]([NH:22][CH:19]4[CH2:21][CH2:20]4)=[O:42])[N:7]=3)=[CH:17][CH:16]=2)[CH:12]=[N:13]1. The yield is 0.0290. (3) The reactants are Cl[C:2]1[N:7]2[N:8]=[C:9]([C:23]3[CH:28]=[CH:27][C:26]([O:29][CH3:30])=[CH:25][CH:24]=3)[C:10]([C:11]3[CH:16]=[CH:15][N:14]=[C:13]([NH:17][CH:18]4[CH2:22][CH2:21][CH2:20][CH2:19]4)[N:12]=3)=[C:6]2[CH:5]=[CH:4][CH:3]=1.[N-:31]=[N+]=[N-].[Na+].O.CCOCC. The catalyst is CN1CCCC1=O. The product is [CH:18]1([NH:17][C:13]2[N:12]=[C:11]([C:10]3[C:9]([C:23]4[CH:24]=[CH:25][C:26]([O:29][CH3:30])=[CH:27][CH:28]=4)=[N:8][N:7]4[C:2]([NH2:31])=[CH:3][CH:4]=[CH:5][C:6]=34)[CH:16]=[CH:15][N:14]=2)[CH2:19][CH2:20][CH2:21][CH2:22]1. The yield is 0.520. (4) The reactants are Cl[C:2]1[N:3]=[C:4]2[CH:12]=[CH:11][N:10]=[CH:9][C:5]2=[N:6][C:7]=1[Cl:8].CC[N:15](C(C)C)[CH:16]([CH3:18])[CH3:17].CC(N)C. The catalyst is C(Cl)Cl. The product is [Cl:8][C:7]1[N:6]=[C:5]2[CH:9]=[N:10][CH:11]=[CH:12][C:4]2=[N:3][C:2]=1[NH:15][CH:16]([CH3:18])[CH3:17]. The yield is 0.657.